This data is from hERG Central: cardiac toxicity at 1µM, 10µM, and general inhibition. The task is: Predict hERG channel inhibition at various concentrations. (1) The compound is CCCN(CCC)CC(O)COc1ccccc1C(=O)Nc1ccccc1.Cl. Results: hERG_inhib (hERG inhibition (general)): blocker. (2) The compound is Cc1cc(NC(=O)CN2C(=O)CC(c3ccco3)Sc3ccccc32)no1. Results: hERG_inhib (hERG inhibition (general)): blocker. (3) The molecule is CCN1CCN(c2c(Cl)cccc2NC(=O)c2cccs2)CC1. Results: hERG_inhib (hERG inhibition (general)): blocker. (4) The molecule is CCN1CCc2c(sc(NC(=O)COc3ccccc3)c2C(=O)OC)C1.Cl. Results: hERG_inhib (hERG inhibition (general)): blocker. (5) The molecule is COc1cccc(CN2CCN(Cc3[nH]c4ccccc4c3C)CC2CCO)c1. Results: hERG_inhib (hERG inhibition (general)): blocker. (6) Results: hERG_inhib (hERG inhibition (general)): blocker. The compound is CC(C)(C)NC(=O)CSC(=Nc1ccc(F)cc1)NC#N. (7) The compound is Cn1ncc(C(=O)Nc2ccc(OC(F)(F)F)cc2)c1-n1cccc1. Results: hERG_inhib (hERG inhibition (general)): blocker. (8) The compound is O=C(CN1CCCCC1)N1N=C(c2cccs2)CC1c1cccs1. Results: hERG_inhib (hERG inhibition (general)): blocker. (9) The drug is O=C(Nc1ccccc1C(=O)NCCCN1CCOCC1)c1cccc([N+](=O)[O-])c1. Results: hERG_inhib (hERG inhibition (general)): blocker.